This data is from Forward reaction prediction with 1.9M reactions from USPTO patents (1976-2016). The task is: Predict the product of the given reaction. (1) Given the reactants [F:1][C:2]1[CH:16]=[CH:15][C:5]([CH2:6][N:7]2[CH2:12][C@@H:11]([CH3:13])[NH:10][CH2:9][C@@H:8]2[CH3:14])=[CH:4][CH:3]=1.C(N(CC)CC)C.[Cl:24][C:25]1[CH:26]=[CH:27][C:28]2[O:32][C:31]([C:33](Cl)=[O:34])=[CH:30][C:29]=2[CH:36]=1, predict the reaction product. The product is: [Cl:24][C:25]1[CH:26]=[CH:27][C:28]2[O:32][C:31]([C:33]([N:10]3[CH2:9][C@@H:8]([CH3:14])[N:7]([CH2:6][C:5]4[CH:15]=[CH:16][C:2]([F:1])=[CH:3][CH:4]=4)[CH2:12][C@@H:11]3[CH3:13])=[O:34])=[CH:30][C:29]=2[CH:36]=1. (2) Given the reactants Br[C:2]1[S:3][C:4]([C:7]([O:9][CH3:10])=[O:8])=[CH:5][CH:6]=1.[F:11][C:12]1[CH:17]=[CH:16][C:15](B(O)O)=[CH:14][CH:13]=1.C(=O)([O-])[O-].[Na+].[Na+], predict the reaction product. The product is: [CH3:10][O:9][C:7]([C:4]1[S:3][C:2]([C:15]2[CH:16]=[CH:17][C:12]([F:11])=[CH:13][CH:14]=2)=[CH:6][CH:5]=1)=[O:8]. (3) Given the reactants [Cl:1][C:2]1[C:3]([F:27])=[C:4]([N:8]2[C:16]([C:18]3[CH:23]=[CH:22][C:21]([NH2:24])=[C:20]([NH2:25])[CH:19]=3)([OH:17])[C:15]3[C:10](=[CH:11][CH:12]=[CH:13][CH:14]=3)[C:9]2=[O:26])[CH:5]=[CH:6][CH:7]=1.[CH3:28][O:29][C:30](=[O:44])[C:31]([NH:33]/[C:34](=N/C(=O)C(OC)=O)/SC)=[O:32].C(#N)C.O, predict the reaction product. The product is: [Cl:1][C:2]1[C:3]([F:27])=[C:4]([N:8]2[C:9](=[O:26])[C:10]3[C:15](=[CH:14][CH:13]=[CH:12][CH:11]=3)[C:16]2([C:18]2[CH:23]=[CH:22][C:21]3[N:24]=[C:34]([NH:33][C:31](=[O:32])[C:30]([O:29][CH3:28])=[O:44])[NH:25][C:20]=3[CH:19]=2)[OH:17])[CH:5]=[CH:6][CH:7]=1. (4) Given the reactants [CH3:1][O:2][C:3]1[CH:4]=[CH:5][CH:6]=[C:7]2[C:12]=1[N:11]=[C:10]([NH:13]C(=O)C)[N:9]=[C:8]2N1C=NC=N1.[F:22][CH:23]([F:39])[CH:24]([N:30]1[CH2:38][C:37]2[C:32](=[N:33][CH:34]=[CH:35][CH:36]=2)[CH2:31]1)[CH2:25][C:26]([NH:28][NH2:29])=[O:27].CCN(C(C)C)C(C)C.C(=O)([O-])[O-].[K+].[K+], predict the reaction product. The product is: [NH2:13][C:10]1[N:9]=[C:8]([NH:29][NH:28][C:26](=[O:27])[CH2:25][CH:24]([N:30]2[CH2:38][C:37]3[C:32](=[N:33][CH:34]=[CH:35][CH:36]=3)[CH2:31]2)[CH:23]([F:22])[F:39])[C:7]2[C:12](=[C:3]([O:2][CH3:1])[CH:4]=[CH:5][CH:6]=2)[N:11]=1. (5) Given the reactants CN(C)[CH:3]=[CH:4][C:5]([C:7]1[CH:12]=[CH:11][N:10]=[C:9]([Cl:13])[CH:8]=1)=O.N(O)=O.[CH2:18]([O:20][C:21]([C:23]1[CH:24]=[C:25]([NH:29][C:30]([NH2:32])=[NH:31])[CH:26]=[CH:27][CH:28]=1)=[O:22])[CH3:19].[OH-].[Na+].O, predict the reaction product. The product is: [CH2:18]([O:20][C:21]([C:23]1[CH:24]=[C:25]([NH:29][C:30]2[N:32]=[C:5]([C:7]3[CH:12]=[CH:11][N:10]=[C:9]([Cl:13])[CH:8]=3)[CH:4]=[CH:3][N:31]=2)[CH:26]=[CH:27][CH:28]=1)=[O:22])[CH3:19]. (6) Given the reactants [I-].C[N+]1[CH:7]=[CH:6][N:5]([C:8](/[N:10]=[C:11]2\[S:12][C:13]([CH3:26])=[CH:14][N:15]\2[C:16]2[CH:21]=[CH:20][C:19]([C:22]([F:25])([F:24])[F:23])=[CH:18][CH:17]=2)=[O:9])[CH:4]=1.N1CCC[CH2:28]1.CCN(C(C)C)C(C)C, predict the reaction product. The product is: [CH3:26][C:13]1[S:12]/[C:11](=[N:10]\[C:8]([N:5]2[CH2:6][CH2:7][CH2:28][CH2:4]2)=[O:9])/[N:15]([C:16]2[CH:21]=[CH:20][C:19]([C:22]([F:25])([F:24])[F:23])=[CH:18][CH:17]=2)[CH:14]=1. (7) Given the reactants [CH3:1][O:2][C:3]([C:5]1[O:6][C:7]2[CH:13]=[CH:12][C:11]([OH:14])=[CH:10][C:8]=2[CH:9]=1)=[O:4].C([O-])([O-])=O.[Cs+].[Cs+].Cl[C:22]1[S:23][C:24]2[C:25]([N:30]=1)=[N:26][CH:27]=[CH:28][CH:29]=2.O, predict the reaction product. The product is: [CH3:1][O:2][C:3]([C:5]1[O:6][C:7]2[CH:13]=[CH:12][C:11]([O:14][C:22]3[S:23][C:24]4[C:25]([N:30]=3)=[N:26][CH:27]=[CH:28][CH:29]=4)=[CH:10][C:8]=2[CH:9]=1)=[O:4]. (8) The product is: [OH:15][NH:14][C:12](=[O:13])[C:11]1[CH:10]=[CH:9][C:8]([C@H:3]([NH:4][C:5]2[S:6][CH:26]=[C:27]([C:29]3[O:33][N:32]=[C:31]([C:34]4[CH:39]=[CH:38][CH:37]=[CH:36][CH:35]=4)[CH:30]=3)[N:7]=2)[CH:2]([CH3:1])[CH3:24])=[CH:23][CH:22]=1. Given the reactants [CH3:1][CH:2]([CH3:24])[C@H:3]([C:8]1[CH:23]=[CH:22][C:11]([C:12]([NH:14][O:15]C2CCCCO2)=[O:13])=[CH:10][CH:9]=1)[NH:4][C:5]([NH2:7])=[S:6].Br[CH2:26][C:27]([C:29]1[O:33][N:32]=[C:31]([C:34]2[CH:39]=[CH:38][CH:37]=[CH:36][CH:35]=2)[CH:30]=1)=O.Cl, predict the reaction product. (9) Given the reactants [CH2:1]([CH:4]=[CH:5][CH2:6][CH2:7][CH2:8][NH:9][C:10](=[O:19])[O:11][CH2:12][C:13]1[CH:18]=[CH:17][CH:16]=[CH:15][CH:14]=1)C=C, predict the reaction product. The product is: [N:9]1([C:10]([O:11][CH2:12][C:13]2[CH:18]=[CH:17][CH:16]=[CH:15][CH:14]=2)=[O:19])[CH2:1][CH:4]=[CH:5][CH2:6][CH2:7][CH2:8]1.